Dataset: Reaction yield outcomes from USPTO patents with 853,638 reactions. Task: Predict the reaction yield, written as a fraction of the theoretical maximum amount of product (1.0 means a 100% yield; for example, 0.34 means a 34% yield). (1) The reactants are [Cl:1][C:2]1[CH:3]=[CH:4][C:5]2[N:11]3[CH2:12][C@H:8]([CH2:9][CH2:10]3)[NH:7][C:6]=2[N:13]=1.[N:14]1[CH:19]=[CH:18][N:17]=[CH:16][C:15]=1[NH:20][C:21](=O)[O:22]C1C=CC=CC=1. The catalyst is CN(C1C=CN=CC=1)C.CN(C=O)C.CCOC(C)=O. The product is [Cl:1][C:2]1[CH:3]=[CH:4][C:5]2[N:11]3[CH2:12][C@H:8]([CH2:9][CH2:10]3)[N:7]([C:21]([NH:20][C:15]3[CH:16]=[N:17][CH:18]=[CH:19][N:14]=3)=[O:22])[C:6]=2[N:13]=1. The yield is 0.930. (2) The reactants are [OH-].[K+].[C:3]([C:6]1[N:11]=[C:10]([C:12]2[CH:17]=[CH:16][C:15]([C:18]3[CH:23]=[CH:22][C:21]([C:24]4([C:28]([O:30]C)=[O:29])[CH2:27][CH2:26][CH2:25]4)=[CH:20][C:19]=3[Cl:32])=[CH:14][CH:13]=2)[C:9]([CH3:33])=[N:8][C:7]=1[CH3:34])(=[O:5])[NH2:4].Cl. The catalyst is C(O)(C)(C)C.C(O)C. The product is [C:3]([C:6]1[N:11]=[C:10]([C:12]2[CH:13]=[CH:14][C:15]([C:18]3[CH:23]=[CH:22][C:21]([C:24]4([C:28]([OH:30])=[O:29])[CH2:25][CH2:26][CH2:27]4)=[CH:20][C:19]=3[Cl:32])=[CH:16][CH:17]=2)[C:9]([CH3:33])=[N:8][C:7]=1[CH3:34])(=[O:5])[NH2:4]. The yield is 0.462. (3) The reactants are [OH-].[Li+].[CH3:3][O:4][CH:5]1[CH2:10][CH2:9][N:8]([C:11]2[N:16]=[C:15]([C:17]([NH:19][C:20]3[C:29]([CH3:30])=[CH:28][C:23]([C:24]([O:26]C)=[O:25])=[CH:22][C:21]=3[CH3:31])=[O:18])[C:14]([CH3:32])=[CH:13][CH:12]=2)[CH2:7][CH2:6]1.O.CO. The catalyst is C1COCC1. The product is [CH3:3][O:4][CH:5]1[CH2:10][CH2:9][N:8]([C:11]2[N:16]=[C:15]([C:17]([NH:19][C:20]3[C:21]([CH3:31])=[CH:22][C:23]([C:24]([OH:26])=[O:25])=[CH:28][C:29]=3[CH3:30])=[O:18])[C:14]([CH3:32])=[CH:13][CH:12]=2)[CH2:7][CH2:6]1. The yield is 0.880. (4) The reactants are CN(C)C=O.[OH:6][CH2:7][C:8]1[CH:13]=[CH:12][CH:11]=[CH:10][N:9]=1.[H-].[Na+].[F:16][C:17]1[CH:18]=[C:19]([CH:22]=[CH:23][C:24]=1F)[CH:20]=[O:21]. The catalyst is O. The product is [F:16][C:17]1[CH:18]=[C:19]([CH:22]=[CH:23][C:24]=1[O:6][CH2:7][C:8]1[CH:13]=[CH:12][CH:11]=[CH:10][N:9]=1)[CH:20]=[O:21]. The yield is 0.456. (5) The reactants are [F:1][C:2]1[CH:3]=[C:4]2[C:9](=[CH:10][CH:11]=1)[N:8]=[C:7]([CH3:12])[CH:6]=[C:5]2[OH:13].Cl[C:15]1[C:24]2[C:19](=[CH:20][C:21]([O:27][CH3:28])=[C:22]([O:25][CH3:26])[CH:23]=2)[N:18]=[CH:17][CH:16]=1.O. The catalyst is CN(C)C1C=CN=CC=1.ClC1C=CC=CC=1Cl. The product is [CH3:26][O:25][C:22]1[CH:23]=[C:24]2[C:19](=[CH:20][C:21]=1[O:27][CH3:28])[N:18]=[CH:17][CH:16]=[C:15]2[O:13][C:5]1[C:4]2[C:9](=[CH:10][CH:11]=[C:2]([F:1])[CH:3]=2)[N:8]=[C:7]([CH3:12])[CH:6]=1. The yield is 0.0700. (6) The reactants are [CH3:1][O:2][C:3](=[O:16])[C:4]1[CH:9]=[CH:8][CH:7]=[CH:6][C:5]=1[C:10]#[C:11][Si](C)(C)C.[F-].[Cs+]. The catalyst is C(#N)C.O. The product is [CH3:1][O:2][C:3](=[O:16])[C:4]1[CH:9]=[CH:8][CH:7]=[CH:6][C:5]=1[C:10]#[CH:11]. The yield is 0.960.